This data is from Catalyst prediction with 721,799 reactions and 888 catalyst types from USPTO. The task is: Predict which catalyst facilitates the given reaction. (1) The catalyst class is: 21. Reactant: C([C:3]1[C:8]([CH3:9])=[C:7]([Cl:10])[CH:6]=[CH:5][C:4]=1[OH:11])C.C(=O)([O-])[O-].[K+].[K+].Br[CH2:19][CH2:20][O:21][CH3:22]. Product: [Cl:10][C:7]1[CH:6]=[CH:5][C:4]([O:11][CH2:19][CH2:20][O:21][CH3:22])=[CH:3][C:8]=1[CH3:9]. (2) Reactant: CN(C)[CH:3]=[CH:4][C:5]([C:7]1[N:14]2[C:10]([S:11][CH:12]=[CH:13]2)=[N:9][C:8]=1[C:15]1[CH:20]=[CH:19][C:18]([F:21])=[C:17]([O:22][CH3:23])[CH:16]=1)=O.Cl.[NH2:26]/[C:27](/[NH:30][C@@H:31]1[CH2:36][CH2:35][CH2:34][N:33]([C:37]([O:39][C:40]([CH3:43])([CH3:42])[CH3:41])=[O:38])[CH2:32]1)=[N:28]/[H].[O-]CC.[Na+]. Product: [F:21][C:18]1[CH:19]=[CH:20][C:15]([C:8]2[N:9]=[C:10]3[N:14]([C:7]=2[C:5]2[CH:4]=[CH:3][N:28]=[C:27]([NH:30][C@@H:31]4[CH2:36][CH2:35][CH2:34][N:33]([C:37]([O:39][C:40]([CH3:43])([CH3:42])[CH3:41])=[O:38])[CH2:32]4)[N:26]=2)[CH:13]=[CH:12][S:11]3)=[CH:16][C:17]=1[O:22][CH3:23]. The catalyst class is: 8. (3) Reactant: [CH:1]1([C:4]2[C:5]([CH:17]([CH2:26][C:27]([O-:29])=O)[CH2:18][C:19]([O:21][C:22]([CH3:25])([CH3:24])[CH3:23])=[O:20])=[N:6][O:7][C:8]=2[CH:9]2[CH2:12][CH:11]([CH2:13][CH:14]([CH3:16])[CH3:15])[CH2:10]2)[CH2:3][CH2:2]1.[Cl:30][C:31]1[CH:36]=[CH:35][C:34]([CH3:37])=[CH:33][C:32]=1[NH2:38].C1C=CC2N(O)N=NC=2C=1.CCN=C=NCCCN(C)C.Cl.C(=O)(O)[O-].[Na+]. Product: [Cl:30][C:31]1[CH:36]=[CH:35][C:34]([CH3:37])=[CH:33][C:32]=1[NH:38][C:27]([CH2:26][CH:17]([C:5]1[C:4]([CH:1]2[CH2:2][CH2:3]2)=[C:8]([CH:9]2[CH2:10][CH:11]([CH2:13][CH:14]([CH3:16])[CH3:15])[CH2:12]2)[O:7][N:6]=1)[CH2:18][C:19]([O:21][C:22]([CH3:23])([CH3:24])[CH3:25])=[O:20])=[O:29]. The catalyst class is: 136. (4) Reactant: OC1[CH:9]=[CH:8][CH:7]=[CH:6][C:3]=1[CH2:4][OH:5].[C:10]([O-])([O-])=[O:11].[K+].[K+].[CH2:16]([CH:18]1[O:20][CH2:19]1)Cl. Product: [O:20]1[CH2:19][CH:18]1[C:16]1[C:9]([O:11][CH3:10])=[CH:8][CH:7]=[CH:6][C:3]=1[CH2:4][OH:5]. The catalyst class is: 21.